From a dataset of Forward reaction prediction with 1.9M reactions from USPTO patents (1976-2016). Predict the product of the given reaction. (1) Given the reactants Br[C:2]1[CH:11]=[CH:10][C:9]([O:12][CH3:13])=[CH:8][C:3]=1[C:4]([O:6][CH3:7])=[O:5].[CH:14]([O:16]CCCC)=[CH2:15].C1C=CC(P(C2C=CC=CC=2)C2C=CC=CC=2)=CC=1.CCN(CC)CC, predict the reaction product. The product is: [C:14]([C:2]1[CH:11]=[CH:10][C:9]([O:12][CH3:13])=[CH:8][C:3]=1[C:4]([O:6][CH3:7])=[O:5])(=[O:16])[CH3:15]. (2) Given the reactants [CH2:1]1[CH:6]2[CH2:7][C:8]3([NH2:11])[CH2:10][CH:4]([CH2:5]2)[CH2:3][CH:2]1[CH2:9]3.Br[CH2:13][CH:14]1[O:18][N:17]=[C:16]([C:19]2[CH:24]=[CH:23][CH:22]=[CH:21][CH:20]=2)[CH2:15]1, predict the reaction product. The product is: [C:19]1([C:16]2[CH2:15][CH:14]([CH2:13][NH:11][C:8]34[CH2:10][CH:4]5[CH2:5][CH:6]([CH2:1][CH:2]([CH2:3]5)[CH2:9]3)[CH2:7]4)[O:18][N:17]=2)[CH:20]=[CH:21][CH:22]=[CH:23][CH:24]=1. (3) Given the reactants [NH:1]1[CH:5]=[C:4](B2OC(C)(C)C(C)(C)O2)[CH:3]=[N:2]1.Br[C:16]1[N:17]([CH3:41])[C:18]2[C:23]([N:24]=1)=[C:22]([N:25]1[CH2:30][CH2:29][CH:28]([N:31]3[C:35]4[CH:36]=[CH:37][CH:38]=[CH:39][C:34]=4[NH:33][C:32]3=[O:40])[CH2:27][CH2:26]1)[N:21]=[CH:20][N:19]=2.P([O-])([O-])([O-])=O.[K+].[K+].[K+], predict the reaction product. The product is: [CH3:41][N:17]1[C:16]([C:4]2[CH:5]=[N:1][NH:2][CH:3]=2)=[N:24][C:23]2[C:18]1=[N:19][CH:20]=[N:21][C:22]=2[N:25]1[CH2:26][CH2:27][CH:28]([N:31]2[C:35]3[CH:36]=[CH:37][CH:38]=[CH:39][C:34]=3[NH:33][C:32]2=[O:40])[CH2:29][CH2:30]1. (4) Given the reactants [NH2:1][C:2]1[CH:6]=[CH:5][NH:4][N:3]=1.[Cl:7][CH2:8][CH2:9][CH2:10][N:11]=[C:12]=[O:13].[N-]=[C:15]=O.[CH2:17]([Cl:19])Cl.[CH3:20][N:21]([CH:23]=[O:24])C, predict the reaction product. The product is: [Cl:7][CH2:8][CH2:9][CH2:10][NH:11][C:12]([N:4]1[CH:5]=[CH:6][C:2]([NH:1][C:23]([NH:21][CH2:20][CH2:15][CH2:17][Cl:19])=[O:24])=[N:3]1)=[O:13]. (5) Given the reactants C(OC([N:8]1[CH2:13][CH2:12][CH:11]([NH:14][CH2:15][C:16]2[CH:25]=[C:24]([N+:26]([O-:28])=[O:27])[C:19]3[O:20][CH2:21][CH2:22][O:23][C:18]=3[CH:17]=2)[CH2:10][CH2:9]1)=O)(C)(C)C.Cl, predict the reaction product. The product is: [N+:26]([C:24]1[C:19]2[O:20][CH2:21][CH2:22][O:23][C:18]=2[CH:17]=[C:16]([CH2:15][NH:14][CH:11]2[CH2:10][CH2:9][NH:8][CH2:13][CH2:12]2)[CH:25]=1)([O-:28])=[O:27]. (6) Given the reactants [CH:1]1([CH:4]([C:18]2[CH:23]=[CH:22][CH:21]=[CH:20][C:19]=2[O:24][CH3:25])[NH:5][C:6]([C:8]2[CH:9]=[C:10]3[C:14](=[CH:15][CH:16]=2)[NH:13][N:12]=[C:11]3I)=[O:7])[CH2:3][CH2:2]1.[CH3:26][N:27]1[CH2:32][CH2:31][CH:30]([O:33][C:34]2[CH:39]=[CH:38][C:37](B3OC(C)(C)C(C)(C)O3)=[CH:36][CH:35]=2)[CH2:29][CH2:28]1.C([O-])([O-])=O.[Na+].[Na+], predict the reaction product. The product is: [CH:1]1([CH:4]([C:18]2[CH:23]=[CH:22][CH:21]=[CH:20][C:19]=2[O:24][CH3:25])[NH:5][C:6]([C:8]2[CH:9]=[C:10]3[C:14](=[CH:15][CH:16]=2)[NH:13][N:12]=[C:11]3[C:37]2[CH:38]=[CH:39][C:34]([O:33][CH:30]3[CH2:29][CH2:28][N:27]([CH3:26])[CH2:32][CH2:31]3)=[CH:35][CH:36]=2)=[O:7])[CH2:3][CH2:2]1. (7) The product is: [Cl:1][C:2]1[CH:3]=[N:4][N:5]([C:7]2[CH:12]=[CH:11][N:10]=[CH:9][C:8]=2[N:13]2[CH2:18][CH2:17][CH:16]([C:19]([NH:30][CH:27]3[CH2:28][CH2:29][O:24][CH2:25][CH2:26]3)=[O:21])[C:15]([F:22])([F:23])[CH2:14]2)[CH:6]=1. Given the reactants [Cl:1][C:2]1[CH:3]=[N:4][N:5]([C:7]2[CH:12]=[CH:11][N:10]=[CH:9][C:8]=2[N:13]2[CH2:18][CH2:17][CH:16]([C:19]([OH:21])=O)[C:15]([F:23])([F:22])[CH2:14]2)[CH:6]=1.[O:24]1[CH2:29][CH2:28][CH:27]([NH2:30])[CH2:26][CH2:25]1.CN(C(ON1N=NC2C=CC=NC1=2)=[N+](C)C)C.F[P-](F)(F)(F)(F)F.CCN(C(C)C)C(C)C, predict the reaction product.